The task is: Predict which catalyst facilitates the given reaction.. This data is from Catalyst prediction with 721,799 reactions and 888 catalyst types from USPTO. (1) Reactant: C(N(CC)CC)C.[CH3:8][S:9](Cl)(=[O:11])=[O:10].[NH2:13][CH2:14][C:15]1[N:16]=[CH:17][N:18]2[CH:22]=[CH:21][S:20][C:19]=12. Product: [CH3:8][S:9]([NH:13][CH2:14][C:15]1[N:16]=[CH:17][N:18]2[CH:22]=[CH:21][S:20][C:19]=12)(=[O:11])=[O:10]. The catalyst class is: 4. (2) Reactant: [CH:1]([C:3]1[CH:8]=[CH:7][CH:6]=[CH:5][C:4]=1[CH2:9][C:10]([O:12][CH3:13])=[O:11])=O.C(O[BH-](OC(=O)C)OC(=O)C)(=O)C.[Na+].Cl.[Br:29][C:30]1[CH:39]=[C:38]2[C:33]([CH2:34][CH2:35][CH2:36][NH:37]2)=[CH:32][CH:31]=1. Product: [Br:29][C:30]1[CH:39]=[C:38]2[C:33]([CH2:34][CH2:35][CH2:36][N:37]2[CH2:1][C:3]2[CH:8]=[CH:7][CH:6]=[CH:5][C:4]=2[CH2:9][C:10]([O:12][CH3:13])=[O:11])=[CH:32][CH:31]=1. The catalyst class is: 2. (3) Reactant: [C:1]([C:3]1[CH:4]=[C:5]([F:30])[C:6]([NH:20][CH:21]([CH2:25][C:26]([F:29])([F:28])[F:27])[C:22]([NH2:24])=[O:23])=[N:7][C:8]=1[NH:9][C:10]1[CH:11]=[N:12][C:13]2[C:18]([CH:19]=1)=[CH:17][CH:16]=[CH:15][CH:14]=2)#[N:2].[OH-].[Na+].OO.CC(O)=[O:37]. Product: [NH2:24][C:22](=[O:23])[CH:21]([NH:20][C:6]1[C:5]([F:30])=[CH:4][C:3]([C:1]([NH2:2])=[O:37])=[C:8]([NH:9][C:10]2[CH:11]=[N:12][C:13]3[C:18]([CH:19]=2)=[CH:17][CH:16]=[CH:15][CH:14]=3)[N:7]=1)[CH2:25][C:26]([F:29])([F:27])[F:28]. The catalyst class is: 593. (4) Reactant: [CH2:1]([O:3][C:4](=[CH:10][C:11]1[CH:16]=[CH:15][C:14]([CH3:17])=[CH:13][CH:12]=1)[C:5]([O:7][CH2:8][CH3:9])=[O:6])[CH3:2]. Product: [CH2:1]([O:3][CH:4]([CH2:10][C:11]1[CH:12]=[CH:13][C:14]([CH3:17])=[CH:15][CH:16]=1)[C:5]([O:7][CH2:8][CH3:9])=[O:6])[CH3:2]. The catalyst class is: 153.